Dataset: Full USPTO retrosynthesis dataset with 1.9M reactions from patents (1976-2016). Task: Predict the reactants needed to synthesize the given product. (1) Given the product [C:4]([O:3][C:1]([N:8]1[CH2:12][CH2:11][CH2:10][CH2:9]1)=[O:2])([CH3:7])([CH3:5])[CH3:6], predict the reactants needed to synthesize it. The reactants are: [C:1]([N:8]1[CH2:12][CH2:11][CH:10](C(O)=O)[CH2:9]1)([O:3][C:4]([CH3:7])([CH3:6])[CH3:5])=[O:2].C(N(CC)C(C)C)(C)C.CN(C(ON1N=NC2C=CC=NC1=2)=[N+](C)C)C.F[P-](F)(F)(F)(F)F.ONC(=N)C. (2) The reactants are: [H-].[Na+].[O:3]=[C:4]([C:10]1[CH:15]=[CH:14][CH:13]=[CH:12][C:11]=1[CH3:16])[CH2:5][C:6](OC)=O.[Br:17][C:18]1[CH:23]=[CH:22][C:21]([F:24])=[C:20](CBr)[CH:19]=1. Given the product [Br:17][C:18]1[CH:19]=[CH:20][C:21]([F:24])=[C:22]([CH2:6][CH2:5][C:4]([C:10]2[CH:15]=[CH:14][CH:13]=[CH:12][C:11]=2[CH3:16])=[O:3])[CH:23]=1, predict the reactants needed to synthesize it. (3) Given the product [CH:8]1([N:11]2[C:15]3[C:16]([O:32][C@@H:33]([C@H:35]4[CH2:39][NH:38][C:37](=[O:40])[CH2:36]4)[CH3:34])=[CH:17][C:18]([C:20]4[CH:21]=[CH:22][C:23]([N:26]5[CH2:31][CH2:30][N:29]([CH:52]6[CH2:53][O:50][CH2:51]6)[CH2:28][CH2:27]5)=[CH:24][CH:25]=4)=[CH:19][C:14]=3[N:13]=[CH:12]2)[CH2:9][CH2:10]1, predict the reactants needed to synthesize it. The reactants are: C(O)(C(F)(F)F)=O.[CH:8]1([N:11]2[C:15]3[C:16]([O:32][C@@H:33]([C@H:35]4[CH2:39][NH:38][C:37](=[O:40])[CH2:36]4)[CH3:34])=[CH:17][C:18]([C:20]4[CH:25]=[CH:24][C:23]([N:26]5[CH2:31][CH2:30][NH:29][CH2:28][CH2:27]5)=[CH:22][CH:21]=4)=[CH:19][C:14]=3[N:13]=[CH:12]2)[CH2:10][CH2:9]1.CCN(C(C)C)C(C)C.[O:50]1[CH2:53][C:52](=O)[CH2:51]1.C(O[BH-](OC(=O)C)OC(=O)C)(=O)C.[Na+]. (4) Given the product [Br:1][C:2]1[CH:8]=[C:7]([NH2:9])[C:5]([NH2:6])=[C:4]([CH3:12])[CH:3]=1, predict the reactants needed to synthesize it. The reactants are: [Br:1][C:2]1[CH:8]=[C:7]([N+:9]([O-])=O)[C:5]([NH2:6])=[C:4]([CH3:12])[CH:3]=1.[Cl-].[Cl-].[Ca+2]. (5) Given the product [Cl:1][C:2]1[CH:7]=[CH:6][C:5]([C:8]([F:10])([F:11])[F:9])=[CH:4][C:3]=1[CH2:12][CH2:13][CH2:14][OH:15], predict the reactants needed to synthesize it. The reactants are: [Cl:1][C:2]1[CH:7]=[CH:6][C:5]([C:8]([F:11])([F:10])[F:9])=[CH:4][C:3]=1[C:12]#[C:13][CH2:14][OH:15]. (6) Given the product [Cl:1][C:2]1[CH:7]=[CH:6][C:5]([S:8]([CH:11]([C:12]2[CH:17]=[C:16]([F:18])[CH:15]=[CH:14][C:13]=2[F:19])[CH2:22][CH:21]=[CH2:20])(=[O:10])=[O:9])=[CH:4][CH:3]=1, predict the reactants needed to synthesize it. The reactants are: [Cl:1][C:2]1[CH:7]=[CH:6][C:5]([S:8]([CH2:11][C:12]2[CH:17]=[C:16]([F:18])[CH:15]=[CH:14][C:13]=2[F:19])(=[O:10])=[O:9])=[CH:4][CH:3]=1.[CH2:20]([Li])[CH2:21][CH2:22]C.C(Br)C=C.O. (7) Given the product [CH3:3][C:4]1[CH:9]=[CH:8][C:7]([NH:10][C:11](=[O:22])[C:12]2[CH:17]=[CH:16][CH:15]=[C:14]([C:18]([F:19])([F:20])[F:21])[CH:13]=2)=[CH:6][C:5]=1[N:23]1[C:32](=[O:33])[C:31]2[C:26](=[N:27][C:28]([S:34][CH3:35])=[N:29][CH:30]=2)[N:25]([CH3:38])[C:24]1=[O:36], predict the reactants needed to synthesize it. The reactants are: [H-].[Na+].[CH3:3][C:4]1[CH:9]=[CH:8][C:7]([NH:10][C:11](=[O:22])[C:12]2[CH:17]=[CH:16][CH:15]=[C:14]([C:18]([F:21])([F:20])[F:19])[CH:13]=2)=[CH:6][C:5]=1[N:23]1[C:32](=[O:33])[C:31]2[C:26](=[N:27][C:28]([S:34][CH3:35])=[N:29][CH:30]=2)[NH:25][C:24]1=[O:36].I[CH3:38].